Dataset: Full USPTO retrosynthesis dataset with 1.9M reactions from patents (1976-2016). Task: Predict the reactants needed to synthesize the given product. (1) The reactants are: [CH2:1]([N:4]1[C:12](=[O:13])[C:11]2[C:6](=[N:7][C:8]([NH:14][C:15]3[CH:20]=[CH:19][C:18]([N:21]4[CH2:26][CH2:25][N:24]([CH2:27][C:28]([N:30]([CH3:32])[CH3:31])=[O:29])[CH2:23][CH2:22]4)=[CH:17][CH:16]=3)=[N:9][CH:10]=2)[N:5]1[C:33]1[CH:38]=[CH:37][CH:36]=[C:35]([C:39](O)([CH3:41])[CH3:40])[N:34]=1)[CH:2]=[CH2:3].COCCN(S(F)(F)[F:53])CCOC.C(=O)([O-])O.[Na+]. Given the product [CH2:1]([N:4]1[C:12](=[O:13])[C:11]2[C:6](=[N:7][C:8]([NH:14][C:15]3[CH:20]=[CH:19][C:18]([N:21]4[CH2:26][CH2:25][N:24]([CH2:27][C:28]([N:30]([CH3:32])[CH3:31])=[O:29])[CH2:23][CH2:22]4)=[CH:17][CH:16]=3)=[N:9][CH:10]=2)[N:5]1[C:33]1[CH:38]=[CH:37][CH:36]=[C:35]([C:39]([F:53])([CH3:41])[CH3:40])[N:34]=1)[CH:2]=[CH2:3], predict the reactants needed to synthesize it. (2) Given the product [OH:22][CH2:21][CH2:5][C:4]1[CH:3]=[CH:2][C:9]([NH:10][OH:12])=[CH:8][CH:7]=1.[N+:10]([C:9]1[CH:2]=[CH:3][C:4]([C:5]#[N:6])=[CH:7][CH:8]=1)([O-:12])=[O:11], predict the reactants needed to synthesize it. The reactants are: Cl[C:2]1[CH:3]=[C:4]([CH:7]=[CH:8][C:9]=1[N+:10]([O-:12])=[O:11])[C:5]#[N:6].NC1C=CC(C[CH2:21][OH:22])=CC=1. (3) Given the product [O:12]=[C:6]1[CH:7]=[CH:8][C:9]2[CH:10]=[CH:11][C:2](=[O:1])[N:3]3[C@H:14]([CH2:15][N:16]4[CH2:20][CH2:19][C@@H:18]([CH2:21][NH:22][C:23](=[O:28])[C:24]([F:27])([F:26])[F:25])[CH2:17]4)[CH2:13][N:5]1[C:4]=23, predict the reactants needed to synthesize it. The reactants are: [O:1]=[C:2]1[CH:11]=[CH:10][C:9]2[CH2:8][CH2:7][C:6](=[O:12])[N:5]3[CH2:13][C@@H:14]([CH2:15][N:16]4[CH2:20][CH2:19][C@@H:18]([CH2:21][NH:22][C:23](=[O:28])[C:24]([F:27])([F:26])[F:25])[CH2:17]4)[N:3]1[C:4]=23.C(C1C(=O)C(Cl)=C(Cl)C(=O)C=1C#N)#N.C([O-])([O-])=O.[K+].[K+]. (4) Given the product [CH3:20][O:21][C:22]1[CH:23]=[C:24]([C:2]2[C:7]([NH:8][C:9](=[O:19])[CH:10]([OH:18])[C:11]3[CH:16]=[CH:15][C:14]([Cl:17])=[CH:13][CH:12]=3)=[CH:6][CH:5]=[CH:4][N:3]=2)[CH:25]=[CH:26][C:27]=1[O:28][CH3:29], predict the reactants needed to synthesize it. The reactants are: Cl[C:2]1[C:7]([NH:8][C:9](=[O:19])[CH:10]([OH:18])[C:11]2[CH:16]=[CH:15][C:14]([Cl:17])=[CH:13][CH:12]=2)=[CH:6][CH:5]=[CH:4][N:3]=1.[CH3:20][O:21][C:22]1[CH:23]=[C:24](B(O)O)[CH:25]=[CH:26][C:27]=1[O:28][CH3:29].O.P([O-])([O-])([O-])=O.[K+].[K+].[K+]. (5) Given the product [OH2:36].[F:12][C:9]([F:10])([F:11])[C:7]1[CH:6]=[C:5]([CH2:13][N:14]([C:38]2[N:39]=[N:40][N:41]([CH3:43])[N:42]=2)[C@@H:15]2[C:21]3[CH:22]=[C:23]([CH3:27])[CH:24]=[C:25]([CH3:26])[C:20]=3[N:19]([CH2:28][C@H:29]3[CH2:34][CH2:33][C@H:32]([C:35]([OH:37])=[O:36])[CH2:31][CH2:30]3)[CH2:18][CH2:17][CH2:16]2)[CH:4]=[C:3]([C:2]([F:1])([F:45])[F:44])[CH:8]=1, predict the reactants needed to synthesize it. The reactants are: [F:1][C:2]([F:45])([F:44])[C:3]1[CH:4]=[C:5]([CH2:13][N:14]([C:38]2[N:39]=[N:40][N:41]([CH3:43])[N:42]=2)[C@@H:15]2[C:21]3[CH:22]=[C:23]([CH3:27])[CH:24]=[C:25]([CH3:26])[C:20]=3[N:19]([CH2:28][C@H:29]3[CH2:34][CH2:33][C@H:32]([C:35]([OH:37])=[O:36])[CH2:31][CH2:30]3)[CH2:18][CH2:17][CH2:16]2)[CH:6]=[C:7]([C:9]([F:12])([F:11])[F:10])[CH:8]=1. (6) Given the product [N:37]1[CH:38]=[CH:39][CH:40]=[CH:41][C:36]=1[S:33]([CH:15]([NH:16][CH2:17][C:18]1[CH:23]=[CH:22][C:21]([C:24]2[S:25][CH:26]=[C:27]([C:29]([F:30])([F:31])[F:32])[N:28]=2)=[CH:20][CH:19]=1)[C:11]1[N:10]=[C:9]([NH:8][CH2:7][C:6]([OH:49])=[O:5])[CH:14]=[CH:13][CH:12]=1)(=[O:34])=[O:35], predict the reactants needed to synthesize it. The reactants are: C([O:5][C:6](=[O:49])[CH2:7][N:8](C(OC(C)(C)C)=O)[C:9]1[CH:14]=[CH:13][CH:12]=[C:11]([CH:15]([S:33]([C:36]2[CH:41]=[CH:40][CH:39]=[CH:38][N:37]=2)(=[O:35])=[O:34])[NH:16][CH2:17][C:18]2[CH:23]=[CH:22][C:21]([C:24]3[S:25][CH:26]=[C:27]([C:29]([F:32])([F:31])[F:30])[N:28]=3)=[CH:20][CH:19]=2)[N:10]=1)(C)(C)C.C(OC(=O)CN(C(OC(C)(C)C)=O)C1C=CC=C(C(CC2C=CC(N3C=CC=N3)=CC=2)NS(C2C=CC=CN=2)(=O)=O)N=1)(C)(C)C.